The task is: Predict the reactants needed to synthesize the given product.. This data is from Full USPTO retrosynthesis dataset with 1.9M reactions from patents (1976-2016). Given the product [CH3:2][NH:3][CH2:4][C@H:5]([C:14]1[CH:23]=[CH:22][C:21]2[C:16](=[CH:17][CH:18]=[CH:19][CH:20]=2)[CH:15]=1)[CH2:6][C:8]1[CH:9]=[CH:10][CH:11]=[CH:12][CH:13]=1, predict the reactants needed to synthesize it. The reactants are: Cl.[CH3:2][NH:3][CH2:4][C@H:5]([C:14]1[CH:23]=[CH:22][C:21]2[C:16](=[CH:17][CH:18]=[CH:19][CH:20]=2)[CH:15]=1)[C@@H:6]([C:8]1[CH:13]=[CH:12][CH:11]=[CH:10][CH:9]=1)O.C([SiH](CC)CC)C.FC(F)(F)C(O)=O.CCO.